Predict which catalyst facilitates the given reaction. From a dataset of Catalyst prediction with 721,799 reactions and 888 catalyst types from USPTO. (1) Reactant: Br[C:2]1[C:3]2[C:8]([C:9](Br)=[C:10]3[C:15]=1[CH:14]=[CH:13][CH:12]=[CH:11]3)=[CH:7][CH:6]=[CH:5][CH:4]=2.[CH:17]1[CH:22]=[CH:21][CH:20]=[CH:19][CH:18]=1.[C:23]1(OB(O)O)[CH:28]=[CH:27][CH:26]=[CH:25][CH:24]=1.OO. Product: [C:17]1([C:2]2[C:3]3[C:8]([C:9]([C:23]4[CH:28]=[CH:27][CH:26]=[CH:25][CH:24]=4)=[C:10]4[C:15]=2[CH:14]=[CH:13][CH:12]=[CH:11]4)=[CH:7][CH:6]=[CH:5][CH:4]=3)[CH:22]=[CH:21][CH:20]=[CH:19][CH:18]=1. The catalyst class is: 461. (2) Reactant: [C:1]1(=[O:7])[O:6][C:4](=[O:5])[CH2:3][CH2:2]1.[CH2:8]([OH:11])[CH:9]=[CH2:10].C(N(CC)C(C)C)(C)C.Cl. Product: [C:4]([O:11][CH2:8][CH:9]=[CH2:10])(=[O:5])[CH2:3][CH2:2][C:1]([OH:6])=[O:7]. The catalyst class is: 154. (3) Reactant: [O:1]1[C:5]2[CH:6]=[C:7]([NH2:10])[CH:8]=[CH:9][C:4]=2[CH2:3][CH2:2]1.C1C(=O)N([I:18])C(=O)C1. Product: [I:18][C:8]1[C:7]([NH2:10])=[CH:6][C:5]2[O:1][CH2:2][CH2:3][C:4]=2[CH:9]=1. The catalyst class is: 10. (4) Reactant: [NH:1]1[CH2:7][CH2:6][CH2:5][CH2:4][C:3]2[CH:8]=[CH:9][CH:10]=[CH:11][C:2]1=2.C(N(CC)CC)C.[Br:19][CH2:20][C:21](Br)=[O:22].CCOCC. Product: [Br:19][CH2:20][C:21]([N:1]1[C:2]2[CH:11]=[CH:10][CH:9]=[CH:8][C:3]=2[CH2:4][CH2:5][CH2:6][CH2:7]1)=[O:22]. The catalyst class is: 2. (5) The catalyst class is: 8. Product: [C:2]([NH:5][C:6]([C:12]#[N:13])([CH2:15][CH2:16][CH3:17])[C:7]([O:9][CH2:10][CH3:11])=[O:8])(=[O:4])[CH3:3]. Reactant: [Na].[C:2]([NH:5][CH:6]([C:12]#[N:13])[C:7]([O:9][CH2:10][CH3:11])=[O:8])(=[O:4])[CH3:3].Br[CH2:15][CH2:16][CH3:17].